Dataset: Peptide-MHC class II binding affinity with 134,281 pairs from IEDB. Task: Regression. Given a peptide amino acid sequence and an MHC pseudo amino acid sequence, predict their binding affinity value. This is MHC class II binding data. (1) The peptide sequence is EKWYFAATQFEPLAA. The MHC is DRB1_0101 with pseudo-sequence DRB1_0101. The binding affinity (normalized) is 0.672. (2) The peptide sequence is KHDDAIVRLRNAGIV. The MHC is H-2-IAb with pseudo-sequence H-2-IAb. The binding affinity (normalized) is 0. (3) The peptide sequence is EFPHSNGEIEDVQTD. The MHC is HLA-DQA10501-DQB10302 with pseudo-sequence HLA-DQA10501-DQB10302. The binding affinity (normalized) is 0.209. (4) The peptide sequence is IRYPLTFGWCFKLVPVDPREVEEA. The MHC is H-2-IAb with pseudo-sequence H-2-IAb. The binding affinity (normalized) is 0.109.